Dataset: Reaction yield outcomes from USPTO patents with 853,638 reactions. Task: Predict the reaction yield, written as a fraction of the theoretical maximum amount of product (1.0 means a 100% yield; for example, 0.34 means a 34% yield). (1) The reactants are CC1CCCN(C)C1(C)C.[Li]CCCC.[F:16][C:17]1[CH:18]=[C:19]2[C:24](=[CH:25][CH:26]=1)[N:23]=[C:22]([O:27][CH3:28])[C:21]([O:29][CH3:30])=[N:20]2.ClC1C(Cl)=NC2C(=CC=C(F)C=2)N=1.[NH4+].[Cl-].C1C[O:49][CH2:48]C1. The catalyst is CN(C=O)C. The product is [F:16][C:17]1[CH:26]=[CH:25][C:24]2[N:23]=[C:22]([O:27][CH3:28])[C:21]([O:29][CH3:30])=[N:20][C:19]=2[C:18]=1[CH:48]=[O:49]. The yield is 0.710. (2) The reactants are [N+:1]([C:4]1[CH:12]=[CH:11][CH:10]=[C:9]2[C:5]=1[CH:6]=[N:7][NH:8]2)([O-])=O.[H][H]. The catalyst is [Pd].C(O)C. The product is [NH:8]1[C:9]2[C:5](=[C:4]([NH2:1])[CH:12]=[CH:11][CH:10]=2)[CH:6]=[N:7]1. The yield is 1.00. (3) The reactants are [CH3:1][O:2][C:3]1[CH:4]=[C:5]2[C:10](=[CH:11][C:12]=1[O:13][CH3:14])[N:9]=[CH:8][CH:7]=[C:6]2[O:15][C:16]1[CH:21]=[CH:20][C:19]([OH:22])=[CH:18][C:17]=1[C:23](=[O:25])[CH3:24].[CH2:26](I)[CH3:27].C(=O)([O-])[O-].[K+].[K+]. The catalyst is CN(C)C=O. The product is [CH3:1][O:2][C:3]1[CH:4]=[C:5]2[C:10](=[CH:11][C:12]=1[O:13][CH3:14])[N:9]=[CH:8][CH:7]=[C:6]2[O:15][C:16]1[CH:21]=[CH:20][C:19]([O:22][CH2:26][CH3:27])=[CH:18][C:17]=1[C:23](=[O:25])[CH3:24]. The yield is 0.620. (4) The reactants are [Cl:1][C:2]1[CH:3]=[C:4]([C:8]2([C:14]([N:16]([CH3:18])[CH3:17])=O)[CH2:13][CH2:12][CH2:11][CH2:10][CH2:9]2)[CH:5]=[CH:6][CH:7]=1.Cl. No catalyst specified. The product is [ClH:1].[Cl:1][C:2]1[CH:3]=[C:4]([C:8]2([CH2:14][N:16]([CH3:18])[CH3:17])[CH2:13][CH2:12][CH2:11][CH2:10][CH2:9]2)[CH:5]=[CH:6][CH:7]=1. The yield is 0.120. (5) The yield is 0.504. The reactants are [C:1]([O:4][CH2:5][C@@H:6]1[C@@H:11]([O:12][C:13](=[O:15])[CH3:14])[C@H:10]([OH:16])[C@H:9]([OH:17])[C@@H:8]([C:18]2[CH:23]=[CH:22][C:21](OS(C(F)(F)F)(=O)=O)=[CH:20][CH:19]=2)[O:7]1)(=[O:3])[CH3:2].[CH3:32][C:33]1([CH3:49])[C:37]([CH3:39])([CH3:38])[O:36][B:35]([B:35]2[O:36][C:37]([CH3:39])([CH3:38])[C:33]([CH3:49])([CH3:32])[O:34]2)[O:34]1.C(Cl)Cl.C([O-])(=O)C.[K+]. The product is [C:1]([O:4][CH2:5][C@@H:6]1[C@@H:11]([O:12][C:13](=[O:15])[CH3:14])[C@H:10]([OH:16])[C@H:9]([OH:17])[C@@H:8]([C:18]2[CH:23]=[CH:22][C:21]([B:35]3[O:36][C:37]([CH3:39])([CH3:38])[C:33]([CH3:49])([CH3:32])[O:34]3)=[CH:20][CH:19]=2)[O:7]1)(=[O:3])[CH3:2]. The catalyst is CN(C=O)C.C1C=CC(P(C2C=CC=CC=2)[C-]2C=CC=C2)=CC=1.C1C=CC(P(C2C=CC=CC=2)[C-]2C=CC=C2)=CC=1.Cl[Pd]Cl.[Fe+2].